From a dataset of Antibody developability classification from SAbDab with 2,409 antibodies. Regression/Classification. Given an antibody's heavy chain and light chain sequences, predict its developability. TAP uses regression for 5 developability metrics; SAbDab uses binary classification. (1) The antibody is ['EVQLQQSGAELAKPGASVKMSCKASGYTFTSYWMHWVKQRPGQGLEWIGYINPSTGYTEYNQKFKDKATLTADKSSSTAYMQLSSLTSEDSAVYYCAPLWPLGTDYWGQGTTLTVSS', 'DIVLTQSPAIMSASPGEKVTMTCSASSSVSYMHWYQQKSGTSPKRWIYDTSKLASGVPARFSGSGSGTSYSLTISSMEAEDAATYYCQQWSSNPPTFGAGTKLELK']. Result: 0 (not developable). (2) The antibody is ['1tjg', 'PROT_09A57F9F']. Result: 0 (not developable). (3) The antibody is ['EVQLVESGGGLVKPGGSLRLSCAASGFTFSNAWFNWVRQAPGKGLEWVGRIKTNTDGGTTDYAAPVKGRFTISRDDSKNTLYLQMNSLKTEDTAVYYCTTGEPLVNHITILDYWGQGTLVTVSS', 'DIVMTQSPDSLAVSLGERATINCKSSQSVLYSSNNKNYLAWYQQKPGQPPKLLIYWASTRESGVPDRFSGSGSGTDFTLTISSLQAEDVAVYYCQQYYRTPPLTFGGGTKVEIK']. Result: 0 (not developable). (4) The antibody is ['2atk', 'PROT_7E7F8549']. Result: 0 (not developable). (5) The antibody is ['EVMLVESGGGLVQPGNSLRLSCATSGFTFTDYYMSWVRQPPGKALEWLGFIRNKAKGYTTEYSASVKGRFTISRDNSQSILYLQMNTLRAEDSATYYCARDISPSYGVYYEGFAYWGQGTLVTVSA', 'DIVMTQSPSSLAVSAGEKVTMSCKSSQSLLNSRTRKNYLAWYQQKPGQSPKLLIYWASTRESGVPDRFTGSGSGTDFTLTISSVQAEDLAVYYCKQSNNLRTFGGGTKLEIK']. Result: 1 (developable). (6) The antibody is ['5u3d', 'PROT_6C65D4D2']. Result: 0 (not developable). (7) The antibody is ['DVQLQESGPGLVKPSQSLSLTCTVTGYSITSGYAWNWIRQFPGNKLEWMGYIRYSGDTRYNPSLKSRISITRDTSKNQFFLQLNSVTTEDTATYYCAIGYGNSDYWGQGTLVTVSA', 'DIVLTQSPTIMSVSPGEKVTLTCSASSSVSSNYVYWYQQKPGSSPKVWIYSTSNLASGVPARFSGSGSGTSYSLTISSMEAEDAASYFCLQWSSFPYTFGGGTKLELK']. Result: 0 (not developable). (8) The antibody is ['EVNLQQSGTVLARPGASVRMSCKASGYSFTSYWLHWIKQRPGQGLEWIGGIYPGNRDTRYTQRFKDKAKLTAVTSANTAYMELSSLTNEDSAVYYCSIIYFDYADFIMDYWGQGTTVTVSS', 'DIVMTQTPLSLPVSLGDKASISCRSSQALVHSNGNTYLHWYLQKPGQSPKLLIYKVSNRFSGVPDRFSGSGSGTDFTLKISRVEAEDLGVFFCSQSTHVPRTFGGGTKLEIK']. Result: 0 (not developable).